The task is: Predict the reactants needed to synthesize the given product.. This data is from Full USPTO retrosynthesis dataset with 1.9M reactions from patents (1976-2016). (1) Given the product [NH2:41][C:39](=[O:40])[CH2:38][NH:37][C:27](=[O:28])[C:26]1[CH:32]=[CH:33][CH:34]=[C:24]([C:7]2[C:8]3[S:12][C:11]([CH2:13][C:14]4[CH:19]=[CH:18][CH:17]=[C:16]([S:20]([CH3:23])(=[O:21])=[O:22])[CH:15]=4)=[CH:10][C:9]=3[C:4]([F:3])=[CH:5][CH:6]=2)[CH:25]=1, predict the reactants needed to synthesize it. The reactants are: [OH-].[Na+].[F:3][C:4]1[C:9]2[CH:10]=[C:11]([CH2:13][C:14]3[CH:19]=[CH:18][CH:17]=[C:16]([S:20]([CH3:23])(=[O:22])=[O:21])[CH:15]=3)[S:12][C:8]=2[C:7]([C:24]2[CH:25]=[C:26]([CH:32]=[CH:33][CH:34]=2)[C:27](OCC)=[O:28])=[CH:6][CH:5]=1.Cl.Cl.[NH2:37][CH2:38][C:39]([NH2:41])=[O:40].CCN=C=NCCCN(C)C.C1C=CC2N(O)N=NC=2C=1.C(N(CC)CC)C. (2) The reactants are: [Cl:1][C:2]1[C:7]([Cl:8])=[C:6]([S:9](=[O:19])(=[O:18])[NH:10][C@@H:11]([CH2:16][CH3:17])[C:12]([F:15])([F:14])[F:13])[CH:5]=[CH:4][C:3]=1[C:20]1[S:24][C:23]([C:25]([O:27][CH2:28][CH3:29])=[O:26])=[N:22][C:21]=1[CH2:30][OH:31]. Given the product [Cl:1][C:2]1[C:7]([Cl:8])=[C:6]([S:9](=[O:19])(=[O:18])[NH:10][C@@H:11]([CH2:16][CH3:17])[C:12]([F:14])([F:13])[F:15])[CH:5]=[CH:4][C:3]=1[C:20]1[S:24][C:23]([C:25]([O:27][CH2:28][CH3:29])=[O:26])=[N:22][C:21]=1[CH:30]=[O:31], predict the reactants needed to synthesize it.